This data is from Peptide-MHC class II binding affinity with 134,281 pairs from IEDB. The task is: Regression. Given a peptide amino acid sequence and an MHC pseudo amino acid sequence, predict their binding affinity value. This is MHC class II binding data. The peptide sequence is ENALSLLDKIYTSPLC. The MHC is HLA-DQA10501-DQB10301 with pseudo-sequence HLA-DQA10501-DQB10301. The binding affinity (normalized) is 0.0589.